This data is from hERG potassium channel inhibition data for cardiac toxicity prediction from Karim et al.. The task is: Regression/Classification. Given a drug SMILES string, predict its toxicity properties. Task type varies by dataset: regression for continuous values (e.g., LD50, hERG inhibition percentage) or binary classification for toxic/non-toxic outcomes (e.g., AMES mutagenicity, cardiotoxicity, hepatotoxicity). Dataset: herg_karim. The drug is CCCCCCCN(CC)CCCCc1ccc(Cl)cc1. The result is 1 (blocker).